This data is from Catalyst prediction with 721,799 reactions and 888 catalyst types from USPTO. The task is: Predict which catalyst facilitates the given reaction. (1) Reactant: [Br:1][C:2]1[CH:11]=[CH:10][CH:9]=[C:8]2[C:3]=1[CH:4]=[CH:5][N:6]=[CH:7]2.C1C=C(Cl)C=C(C(OO)=[O:20])C=1.C([O-])(O)=O.[Na+]. Product: [Br:1][C:2]1[CH:11]=[CH:10][CH:9]=[C:8]2[C:3]=1[CH:4]=[CH:5][N+:6]([O-:20])=[CH:7]2. The catalyst class is: 34. (2) The catalyst class is: 3. Product: [C:20]([Si:17]([CH3:18])([CH3:19])[O:16][CH2:15][C@@H:14]([CH3:13])[CH2:24][N:4]1[C:5]2[CH:10]=[CH:9][CH:8]=[CH:7][C:6]=2[S:1][CH2:2][C:3]1=[O:11])([CH3:23])([CH3:22])[CH3:21]. Reactant: [S:1]1[C:6]2[CH:7]=[CH:8][CH:9]=[CH:10][C:5]=2[NH:4][C:3](=[O:11])[CH2:2]1.Br[CH2:13][C@H:14]([CH3:24])[CH2:15][O:16][Si:17]([C:20]([CH3:23])([CH3:22])[CH3:21])([CH3:19])[CH3:18].C(=O)([O-])[O-].[Cs+].[Cs+]. (3) Reactant: [CH3:1][O:2][C:3]1[CH:4]=[C:5]2[C:10](=[CH:11][C:12]=1[O:13][CH3:14])[N:9]=[CH:8][CH:7]=[C:6]2[O:15][C:16]1[CH:22]=[CH:21][C:19]([NH2:20])=[CH:18][CH:17]=1.C(N(CC)CC)C.Cl[C:31](Cl)([O:33]C(=O)OC(Cl)(Cl)Cl)Cl.[CH3:42][O:43][C:44]1[CH:45]=[C:46]([C@H:50]([NH2:52])[CH3:51])[CH:47]=[CH:48][CH:49]=1. Product: [CH3:1][O:2][C:3]1[CH:4]=[C:5]2[C:10](=[CH:11][C:12]=1[O:13][CH3:14])[N:9]=[CH:8][CH:7]=[C:6]2[O:15][C:16]1[CH:22]=[CH:21][C:19]([NH:20][C:31]([NH:52][C@@H:50]([C:46]2[CH:47]=[CH:48][CH:49]=[C:44]([O:43][CH3:42])[CH:45]=2)[CH3:51])=[O:33])=[CH:18][CH:17]=1. The catalyst class is: 22. (4) Reactant: [N:1]1[CH:6]=[CH:5][CH:4]=[C:3]([S:7]([N:10]2[C:14]([C:15]3[CH:20]=[CH:19][CH:18]=[CH:17][C:16]=3[C:21]([F:24])([F:23])[F:22])=[CH:13][C:12]([CH:25]=O)=[CH:11]2)(=[O:9])=[O:8])[CH:2]=1.CO.[CH3:29][NH2:30].[BH4-].[Na+].[ClH:33].C(=O)([O-])O.[Na+]. Product: [ClH:33].[ClH:33].[CH3:29][NH:30][CH2:25][C:12]1[CH:13]=[C:14]([C:15]2[CH:20]=[CH:19][CH:18]=[CH:17][C:16]=2[C:21]([F:24])([F:23])[F:22])[N:10]([S:7]([C:3]2[CH:2]=[N:1][CH:6]=[CH:5][CH:4]=2)(=[O:9])=[O:8])[CH:11]=1. The catalyst class is: 8. (5) Reactant: [NH2:1][CH:2]1[CH2:7][CH2:6][N:5]([C:8]([O:10][C:11]([CH3:14])([CH3:13])[CH3:12])=[O:9])[CH2:4][CH2:3]1.C(N(CC)CC)C.[Br:22][CH:23]([CH2:27][CH2:28][Br:29])[C:24](Cl)=[O:25]. Product: [Br:22][CH:23]([CH2:27][CH2:28][Br:29])[C:24]([NH:1][CH:2]1[CH2:3][CH2:4][N:5]([C:8]([O:10][C:11]([CH3:14])([CH3:13])[CH3:12])=[O:9])[CH2:6][CH2:7]1)=[O:25]. The catalyst class is: 1. (6) Reactant: F[CH2:2][C:3]([C:5]1[CH:10]=[CH:9][CH:8]=[CH:7][CH:6]=1)=[O:4].[C:11]1([OH:17])[CH:16]=[CH:15][CH:14]=[CH:13][CH:12]=1.C(=O)([O-])[O-].[K+].[K+].O. Product: [O:17]([CH2:2][C:3]([C:5]1[CH:10]=[CH:9][CH:8]=[CH:7][CH:6]=1)=[O:4])[C:11]1[CH:16]=[CH:15][CH:14]=[CH:13][CH:12]=1. The catalyst class is: 3.